Dataset: Catalyst prediction with 721,799 reactions and 888 catalyst types from USPTO. Task: Predict which catalyst facilitates the given reaction. Reactant: [Cl:1][C:2]1[CH:7]=[CH:6][C:5](B(O)O)=[CH:4][C:3]=1[O:11][CH3:12].C(OC(=O)N[CH2:20][C:21]1[CH:26]=[CH:25][C:24]([NH2:27])=[CH:23][CH:22]=1)(C)(C)C.[OH2:29].[C:30]([OH:34])(=[O:33])[CH:31]=O.[CH3:35][OH:36]. Product: [C:21]([O:29][C:35]([CH2:20][C:21]1[CH:22]=[CH:23][C:24]([NH:27][CH:31]([C:5]2[CH:6]=[CH:7][C:2]([Cl:1])=[C:3]([O:11][CH3:12])[CH:4]=2)[C:30]([OH:34])=[O:33])=[CH:25][CH:26]=1)=[O:36])([CH3:26])([CH3:22])[CH3:20]. The catalyst class is: 11.